The task is: Predict which catalyst facilitates the given reaction.. This data is from Catalyst prediction with 721,799 reactions and 888 catalyst types from USPTO. (1) Reactant: [F:1][C:2]1[CH:7]=[CH:6][C:5]([NH:8][C:9]([CH:11]2[CH2:15][N:14]([C:16]([O:18]C(C)(C)C)=O)[CH:13]([CH3:23])[CH2:12]2)=[O:10])=[CH:4][C:3]=1[CH3:24].[C:25]([OH:31])(C(F)(F)F)=[O:26].C(N([CH2:37][CH3:38])CC)C.Cl. Product: [F:1][C:2]1[CH:7]=[CH:6][C:5]([NH:8][C:9]([CH:11]2[CH2:15][N:14]([C:16](=[O:18])[C:25]([O:31][CH2:37][CH3:38])=[O:26])[CH:13]([CH3:23])[CH2:12]2)=[O:10])=[CH:4][C:3]=1[CH3:24]. The catalyst class is: 2. (2) Reactant: Cl[C:2]1[C:11]([C:12]([OH:14])=[O:13])=[CH:10][C:9]2[C:4](=[CH:5][CH:6]=[C:7]([Cl:15])[CH:8]=2)[N:3]=1.[NH2:16][C@@H:17]([CH2:21][C:22]1[CH:27]=[CH:26][C:25]([O:28][C:29]2[CH:34]=[CH:33][C:32]([NH2:35])=[CH:31][N:30]=2)=[CH:24][CH:23]=1)[C:18]([OH:20])=[O:19]. The catalyst class is: 16. Product: [NH2:35][C:32]1[CH:33]=[CH:34][C:29]([O:28][C:25]2[CH:24]=[CH:23][C:22]([CH2:21][C@H:17]([NH:16][C:2]3[C:11]([C:12]([OH:14])=[O:13])=[CH:10][C:9]4[C:4](=[CH:5][CH:6]=[C:7]([Cl:15])[CH:8]=4)[N:3]=3)[C:18]([OH:20])=[O:19])=[CH:27][CH:26]=2)=[N:30][CH:31]=1. (3) Reactant: [CH3:1][O:2][C:3]1[CH:4]=[C:5]([CH:18]=[CH:19][C:20]=1[O:21][CH3:22])[C:6]([C:8]1[CH:17]=[CH:16][C:11]([C:12]([O:14]C)=[O:13])=[CH:10][CH:9]=1)=[O:7].[OH-].[Na+]. Product: [CH3:1][O:2][C:3]1[CH:4]=[C:5]([CH:18]=[CH:19][C:20]=1[O:21][CH3:22])[C:6]([C:8]1[CH:17]=[CH:16][C:11]([C:12]([OH:14])=[O:13])=[CH:10][CH:9]=1)=[O:7]. The catalyst class is: 8.